The task is: Predict the product of the given reaction.. This data is from Forward reaction prediction with 1.9M reactions from USPTO patents (1976-2016). (1) Given the reactants [OH:1][CH:2]1[CH2:7][CH2:6][N:5]([C:8]([N:10]2[CH2:15][CH:14]([C:16]3[CH:21]=[CH:20][C:19]([O:22][C:23]([F:26])([F:25])[F:24])=[CH:18][CH:17]=3)[CH2:13][CH:12]([C:27]([OH:29])=O)[CH2:11]2)=[O:9])[CH2:4][CH2:3]1.O[NH:31][C:32]([C:34]1[CH:39]=[N:38][CH:37]=[CH:36][N:35]=1)=[NH:33], predict the reaction product. The product is: [OH:1][CH:2]1[CH2:3][CH2:4][N:5]([C:8]([N:10]2[CH2:15][CH:14]([C:16]3[CH:21]=[CH:20][C:19]([O:22][C:23]([F:26])([F:24])[F:25])=[CH:18][CH:17]=3)[CH2:13][CH:12]([C:27]3[O:29][N:33]=[C:32]([C:34]4[CH:39]=[N:38][CH:37]=[CH:36][N:35]=4)[N:31]=3)[CH2:11]2)=[O:9])[CH2:6][CH2:7]1. (2) Given the reactants [Cl:1][C:2]1[CH:3]=[C:4]([CH:25]=[CH:26][C:27]=1[Cl:28])[O:5][C:6]1[CH:11]=[CH:10][CH:9]=[CH:8][C:7]=1[NH:12][S:13]([C:16]1[CH:24]=[CH:23][C:19]([C:20]([OH:22])=O)=[CH:18][CH:17]=1)(=[O:15])=[O:14].[CH3:29][C:30]1[CH:35]=[CH:34][N:33]=[C:32]([N:36]2[CH2:41][CH2:40][N:39]([CH2:42][CH2:43][NH2:44])[CH2:38][CH2:37]2)[CH:31]=1, predict the reaction product. The product is: [Cl:1][C:2]1[CH:3]=[C:4]([CH:25]=[CH:26][C:27]=1[Cl:28])[O:5][C:6]1[CH:11]=[CH:10][CH:9]=[CH:8][C:7]=1[NH:12][S:13]([C:16]1[CH:17]=[CH:18][C:19]([C:20]([NH:44][CH2:43][CH2:42][N:39]2[CH2:38][CH2:37][N:36]([C:32]3[CH:31]=[C:30]([CH3:29])[CH:35]=[CH:34][N:33]=3)[CH2:41][CH2:40]2)=[O:22])=[CH:23][CH:24]=1)(=[O:14])=[O:15]. (3) Given the reactants [CH:1]([NH2:4])([CH3:3])[CH3:2].CS(O[CH2:10][CH2:11][NH:12][C:13]1[N:18]=[C:17]([O:19][CH3:20])[C:16]([NH:21][C:22]([C:24]2[N:25]=[C:26]([O:29][C:30]3[CH:35]=[C:34]([C:36]([CH3:39])([CH3:38])[CH3:37])[CH:33]=[CH:32][C:31]=3[CH3:40])[S:27][CH:28]=2)=[O:23])=[C:15]([O:41][CH3:42])[N:14]=1)(=O)=O, predict the reaction product. The product is: [C:36]([C:34]1[CH:33]=[CH:32][C:31]([CH3:40])=[C:30]([CH:35]=1)[O:29][C:26]1[S:27][CH:28]=[C:24]([C:22]([NH:21][C:16]2[C:17]([O:19][CH3:20])=[N:18][C:13]([NH:12][CH2:11][CH2:10][NH:4][CH:1]([CH3:3])[CH3:2])=[N:14][C:15]=2[O:41][CH3:42])=[O:23])[N:25]=1)([CH3:38])([CH3:37])[CH3:39]. (4) The product is: [S:4]1[C:8]2[CH:9]=[C:10]([NH:13][C:14]3[C:15]4[CH:22]=[C:21]([C:23]5[CH2:24][CH2:25][N:26]([C:57](=[O:58])[CH2:56][O:55][CH2:54][CH2:53][O:52][CH3:51])[CH2:27][CH:28]=5)[NH:20][C:16]=4[N:17]=[CH:18][N:19]=3)[CH:11]=[CH:12][C:7]=2[N:6]=[CH:5]1. Given the reactants Cl.Cl.Cl.[S:4]1[C:8]2[CH:9]=[C:10]([NH:13][C:14]3[C:15]4[CH:22]=[C:21]([C:23]5[CH2:24][CH2:25][NH:26][CH2:27][CH:28]=5)[NH:20][C:16]=4[N:17]=[CH:18][N:19]=3)[CH:11]=[CH:12][C:7]=2[N:6]=[CH:5]1.ON1C2C=CC=CC=2N=N1.N=C=N.C(N(CC)C(C)C)(C)C.[CH3:51][O:52][CH2:53][CH2:54][O:55][CH2:56][C:57](O)=[O:58], predict the reaction product.